From a dataset of CYP3A4 inhibition data for predicting drug metabolism from PubChem BioAssay. Regression/Classification. Given a drug SMILES string, predict its absorption, distribution, metabolism, or excretion properties. Task type varies by dataset: regression for continuous measurements (e.g., permeability, clearance, half-life) or binary classification for categorical outcomes (e.g., BBB penetration, CYP inhibition). Dataset: cyp3a4_veith. (1) The compound is Cc1cc(CN2CCCCC2)c(O)c(CN2CCCCC2)c1. The result is 0 (non-inhibitor). (2) The drug is Cc1ccc(/C=N\Nc2nc3ccc(Cl)cc3[nH]2)o1. The result is 1 (inhibitor). (3) The drug is O=C(Nc1ccccc1C(=O)Nc1ccc2c(c1)OCO2)c1ccco1. The result is 1 (inhibitor). (4) The molecule is Cc1ncc(CSC(=N)N)n1Cc1ccccc1. The result is 0 (non-inhibitor).